This data is from Forward reaction prediction with 1.9M reactions from USPTO patents (1976-2016). The task is: Predict the product of the given reaction. (1) The product is: [F:25][C:2]([F:1])([F:24])[C:3]1[CH:8]=[CH:7][C:6]([C:9]2([CH:18]3[CH2:19][CH2:20][N:21]([CH:27]([CH3:41])[CH2:28][CH2:29][NH2:30])[CH2:22][CH2:23]3)[O:13][C:12]3[CH:14]=[CH:15][CH:16]=[CH:17][C:11]=3[O:10]2)=[CH:5][CH:4]=1. Given the reactants [F:1][C:2]([F:25])([F:24])[C:3]1[CH:8]=[CH:7][C:6]([C:9]2([CH:18]3[CH2:23][CH2:22][NH:21][CH2:20][CH2:19]3)[O:13][C:12]3[CH:14]=[CH:15][CH:16]=[CH:17][C:11]=3[O:10]2)=[CH:5][CH:4]=1.O=[C:27]([CH3:41])[CH2:28][CH2:29][N:30]1C(=O)C2C(=CC=CC=2)C1=O, predict the reaction product. (2) Given the reactants [NH2:1][C:2]1[C:7]([N+:8]([O-:10])=[O:9])=[C:6]([CH3:11])[CH:5]=[CH:4][N:3]=1.[H-].[Na+].[F:14][C:15]1[CH:22]=[C:21]([Br:23])[CH:20]=[CH:19][C:16]=1[CH2:17]Br, predict the reaction product. The product is: [Br:23][C:21]1[CH:20]=[CH:19][C:16]([CH2:17][NH:1][C:2]2[C:7]([N+:8]([O-:10])=[O:9])=[C:6]([CH3:11])[CH:5]=[CH:4][N:3]=2)=[C:15]([F:14])[CH:22]=1. (3) Given the reactants CC(C)N=C=N[CH:6]([CH3:8])[CH3:7].[NH:10]([C:24]([O:26][CH2:27][C:28]1[CH:33]=[CH:32][CH:31]=[CH:30][CH:29]=1)=[O:25])[C@H:11]([C:17]([O:19]C(C)(C)C)=O)[CH2:12][CH2:13][C:14](=[O:16])[OH:15].C([O:38][C:39](=[O:42])[NH:40][NH2:41])CCC.[CH2:43](Cl)Cl, predict the reaction product. The product is: [NH:10]([C:24]([O:26][CH2:27][C:28]1[CH:29]=[CH:30][CH:31]=[CH:32][CH:33]=1)=[O:25])[C@H:11]([C:17]([NH:41][NH:40][C:39]([O:42][C:6]([CH3:7])([CH3:8])[CH3:43])=[O:38])=[O:19])[CH2:12][CH2:13][C:14](=[O:16])[OH:15]. (4) Given the reactants [CH2:1]([O:8][C:9]1[CH:14]=[C:13]([CH3:15])[N:12]=[C:11]([C:16]2[CH:21]=[CH:20][CH:19]=[C:18](Br)[N:17]=2)[CH:10]=1)[C:2]1[CH:7]=[CH:6][CH:5]=[CH:4][CH:3]=1.[CH2:23]([O:26]/[N:27]=[C:28](/[C:30]1[CH:35]=[CH:34][CH:33]=[C:32]([CH3:36])[N:31]=1)\[CH3:29])[C:24]#[CH:25].C(NC(C)C)(C)C.O, predict the reaction product. The product is: [CH2:1]([O:8][C:9]1[CH:14]=[C:13]([CH3:15])[N:12]=[C:11]([C:16]2[CH:21]=[CH:20][CH:19]=[C:18]([C:25]#[C:24][CH2:23][O:26][N:27]=[C:28]([C:30]3[CH:35]=[CH:34][CH:33]=[C:32]([CH3:36])[N:31]=3)[CH3:29])[N:17]=2)[CH:10]=1)[C:2]1[CH:7]=[CH:6][CH:5]=[CH:4][CH:3]=1. (5) Given the reactants CS(OCC[CH2:8][O:9][C:10]1[CH:15]=[C:14]([C:16](=[O:18])[CH3:17])[CH:13]=[CH:12][C:11]=1[O:19][CH3:20])(=O)=O.[F:21][C:22]1[CH:36]=[CH:35][C:25]2[C:26]([CH:29]3[CH2:34][CH2:33][NH:32][CH2:31][CH2:30]3)=[N:27][O:28][C:24]=2[CH:23]=1.[C:37]1(C)C=CC=C[CH:38]=1, predict the reaction product. The product is: [CH3:17][C:16]([C:14]1[CH:13]=[CH:12][C:11]([O:19][CH2:20][CH2:37][CH2:38][N:32]2[CH2:31][CH2:30][CH:29]([C:26]3[C:25]4[CH:35]=[CH:36][C:22]([F:21])=[CH:23][C:24]=4[O:28][N:27]=3)[CH2:34][CH2:33]2)=[C:10]([O:9][CH3:8])[CH:15]=1)=[O:18]. (6) Given the reactants CN1CCOCC1.[CH:8]1([CH2:11][NH:12][CH2:13][CH2:14][CH3:15])[CH2:10][CH2:9]1.Cl[C:17]1[C:26]2[C:21](=[CH:22][CH:23]=[CH:24][CH:25]=2)[C:20]([N+:27]([O-:29])=[O:28])=[CH:19][CH:18]=1.C(N=C=O)C1C=CC=CC=1.[N-]=C=O.C(F)(F)(C(F)(F)C(F)(F)F)C(F)(F)C(F)(F)N(C(F)(F)C(F)(F)C(F)(F)C(F)(F)C(F)(F)F)C(F)(F)C(F)(F)C(F)(F)C(F)(F)C(F)(F)F.C(O)C(N)(CO)CO, predict the reaction product. The product is: [CH:8]1([CH2:11][N:12]([C:17]2[C:26]3[C:21](=[CH:22][CH:23]=[CH:24][CH:25]=3)[C:20]([N+:27]([O-:29])=[O:28])=[CH:19][CH:18]=2)[CH2:13][CH2:14][CH3:15])[CH2:10][CH2:9]1. (7) Given the reactants [NH:1]1[CH2:9][CH2:8][CH2:7][CH:3]([C:4]([OH:6])=[O:5])[CH2:2]1.[OH-].[Na+].[CH2:12]([O:19][C:20]([NH:22][C:23](=[N:26][C:27]([O:29][CH2:30][C:31]1[CH:36]=[CH:35][CH:34]=[CH:33][CH:32]=1)=[O:28])SC)=[O:21])[C:13]1[CH:18]=[CH:17][CH:16]=[CH:15][CH:14]=1.O, predict the reaction product. The product is: [CH2:30]([O:29][C:27]([NH:26][C:23](=[N:22][C:20]([O:19][CH2:12][C:13]1[CH:18]=[CH:17][CH:16]=[CH:15][CH:14]=1)=[O:21])[N:1]1[CH2:9][CH2:8][CH2:7][CH:3]([C:4]([OH:6])=[O:5])[CH2:2]1)=[O:28])[C:31]1[CH:32]=[CH:33][CH:34]=[CH:35][CH:36]=1. (8) Given the reactants [C:1]([C:9]1[CH:36]=[CH:35][C:12]2[N:13]([CH2:17][CH2:18][O:19][C:20]3[CH:34]=[CH:33][C:23]([O:24][CH:25]([CH2:31][CH3:32])[C:26]([O:28][CH2:29][CH3:30])=[O:27])=[CH:22][CH:21]=3)[C:14](=[O:16])[S:15][C:11]=2[CH:10]=1)(=O)[C:2]1[CH:7]=[CH:6][CH:5]=[CH:4][CH:3]=1.[CH3:37][O:38][NH2:39], predict the reaction product. The product is: [CH3:37][O:38][N:39]=[C:1]([C:2]1[CH:3]=[CH:4][CH:5]=[CH:6][CH:7]=1)[C:9]1[CH:36]=[CH:35][C:12]2[N:13]([CH2:17][CH2:18][O:19][C:20]3[CH:21]=[CH:22][C:23]([O:24][CH:25]([CH2:31][CH3:32])[C:26]([O:28][CH2:29][CH3:30])=[O:27])=[CH:33][CH:34]=3)[C:14](=[O:16])[S:15][C:11]=2[CH:10]=1. (9) Given the reactants [CH:1]1([C:4]2[O:8][N:7]=[C:6]([C:9]3[C:14]([Cl:15])=[CH:13][CH:12]=[CH:11][C:10]=3[Cl:16])[C:5]=2[CH2:17]O)[CH2:3][CH2:2]1.C1(P(C2C=CC=CC=2)C2C=CC=CC=2)C=CC=CC=1.C(Br)(Br)(Br)[Br:39], predict the reaction product. The product is: [Br:39][CH2:17][C:5]1[C:6]([C:9]2[C:14]([Cl:15])=[CH:13][CH:12]=[CH:11][C:10]=2[Cl:16])=[N:7][O:8][C:4]=1[CH:1]1[CH2:3][CH2:2]1. (10) Given the reactants [O:1]1[C:6]2[CH:7]=[CH:8][CH:9]=[CH:10][C:5]=2[O:4][CH2:3][CH:2]1[CH2:11][N:12]1[CH2:17][CH2:16][CH2:15][CH:14]([CH2:18][CH2:19][OH:20])[CH2:13]1.[H-].[Na+].I[CH3:24].O, predict the reaction product. The product is: [O:1]1[C:6]2[CH:7]=[CH:8][CH:9]=[CH:10][C:5]=2[O:4][CH2:3][CH:2]1[CH2:11][N:12]1[CH2:17][CH2:16][CH2:15][CH:14]([CH2:18][CH2:19][O:20][CH3:24])[CH2:13]1.